This data is from Forward reaction prediction with 1.9M reactions from USPTO patents (1976-2016). The task is: Predict the product of the given reaction. (1) Given the reactants [F:1][CH:2]([F:18])[CH2:3][NH:4][C:5]1[CH:6]=[N:7][CH:8]=[CH:9][C:10]=1[C:11]1[CH:16]=[CH:15][CH:14]=[CH:13][C:12]=1[CH3:17].[F:19][C:20]([F:35])([F:34])[C:21]1[CH:22]=[C:23]([CH:27]=[C:28]([C:30]([F:33])([F:32])[F:31])[N:29]=1)[C:24](O)=[O:25], predict the reaction product. The product is: [F:18][CH:2]([F:1])[CH2:3][N:4]([C:5]1[CH:6]=[N:7][CH:8]=[CH:9][C:10]=1[C:11]1[CH:16]=[CH:15][CH:14]=[CH:13][C:12]=1[CH3:17])[C:24](=[O:25])[C:23]1[CH:27]=[C:28]([C:30]([F:31])([F:32])[F:33])[N:29]=[C:21]([C:20]([F:35])([F:19])[F:34])[CH:22]=1. (2) Given the reactants [Br:1][C:2]1[C:3]([NH2:14])=[CH:4][C:5]([N:8]2[CH2:13][CH2:12][O:11][CH2:10][CH2:9]2)=[N:6][CH:7]=1.[H-].[Na+].Cl[C:18]1[C:27]2[C:22](=[CH:23][C:24]([F:29])=[CH:25][C:26]=2[F:28])[N:21]=[C:20]([C:30]2[CH:35]=[CH:34][CH:33]=[CH:32][N:31]=2)[C:19]=1[CH3:36].C(=O)([O-])[O-].[Na+].[Na+], predict the reaction product. The product is: [Br:1][C:2]1[C:3]([NH:14][C:18]2[C:27]3[C:22](=[CH:23][C:24]([F:29])=[CH:25][C:26]=3[F:28])[N:21]=[C:20]([C:30]3[CH:35]=[CH:34][CH:33]=[CH:32][N:31]=3)[C:19]=2[CH3:36])=[CH:4][C:5]([N:8]2[CH2:9][CH2:10][O:11][CH2:12][CH2:13]2)=[N:6][CH:7]=1.